Dataset: NCI-60 drug combinations with 297,098 pairs across 59 cell lines. Task: Regression. Given two drug SMILES strings and cell line genomic features, predict the synergy score measuring deviation from expected non-interaction effect. (1) Drug 1: CC1OCC2C(O1)C(C(C(O2)OC3C4COC(=O)C4C(C5=CC6=C(C=C35)OCO6)C7=CC(=C(C(=C7)OC)O)OC)O)O. Drug 2: C1=NC2=C(N1)C(=S)N=C(N2)N. Cell line: PC-3. Synergy scores: CSS=44.0, Synergy_ZIP=-2.96, Synergy_Bliss=0.200, Synergy_Loewe=-2.68, Synergy_HSA=3.73. (2) Drug 1: COC1=C(C=C2C(=C1)N=CN=C2NC3=CC(=C(C=C3)F)Cl)OCCCN4CCOCC4. Drug 2: CC1=CC=C(C=C1)C2=CC(=NN2C3=CC=C(C=C3)S(=O)(=O)N)C(F)(F)F. Cell line: SNB-75. Synergy scores: CSS=28.7, Synergy_ZIP=-0.0294, Synergy_Bliss=0.980, Synergy_Loewe=-7.64, Synergy_HSA=1.13. (3) Synergy scores: CSS=10.5, Synergy_ZIP=1.34, Synergy_Bliss=2.99, Synergy_Loewe=-26.4, Synergy_HSA=-7.52. Drug 1: CCCS(=O)(=O)NC1=C(C(=C(C=C1)F)C(=O)C2=CNC3=C2C=C(C=N3)C4=CC=C(C=C4)Cl)F. Drug 2: C1CCC(C(C1)N)N.C(=O)(C(=O)[O-])[O-].[Pt+4]. Cell line: HCC-2998. (4) Drug 1: CS(=O)(=O)C1=CC(=C(C=C1)C(=O)NC2=CC(=C(C=C2)Cl)C3=CC=CC=N3)Cl. Drug 2: CN1C2=C(C=C(C=C2)N(CCCl)CCCl)N=C1CCCC(=O)O.Cl. Cell line: COLO 205. Synergy scores: CSS=5.36, Synergy_ZIP=7.07, Synergy_Bliss=6.10, Synergy_Loewe=-4.71, Synergy_HSA=-3.42. (5) Drug 2: COC1=C2C(=CC3=C1OC=C3)C=CC(=O)O2. Synergy scores: CSS=17.7, Synergy_ZIP=5.01, Synergy_Bliss=9.15, Synergy_Loewe=9.48, Synergy_HSA=8.18. Cell line: HL-60(TB). Drug 1: CNC(=O)C1=NC=CC(=C1)OC2=CC=C(C=C2)NC(=O)NC3=CC(=C(C=C3)Cl)C(F)(F)F. (6) Drug 1: CC1CCC2CC(C(=CC=CC=CC(CC(C(=O)C(C(C(=CC(C(=O)CC(OC(=O)C3CCCCN3C(=O)C(=O)C1(O2)O)C(C)CC4CCC(C(C4)OC)OCCO)C)C)O)OC)C)C)C)OC. Drug 2: COCCOC1=C(C=C2C(=C1)C(=NC=N2)NC3=CC=CC(=C3)C#C)OCCOC.Cl. Cell line: RXF 393. Synergy scores: CSS=0.227, Synergy_ZIP=0.176, Synergy_Bliss=-1.22, Synergy_Loewe=-1.11, Synergy_HSA=-2.22.